From a dataset of Aqueous solubility values for 9,982 compounds from the AqSolDB database. Regression/Classification. Given a drug SMILES string, predict its absorption, distribution, metabolism, or excretion properties. Task type varies by dataset: regression for continuous measurements (e.g., permeability, clearance, half-life) or binary classification for categorical outcomes (e.g., BBB penetration, CYP inhibition). For this dataset (solubility_aqsoldb), we predict Y. (1) The drug is CC(O)c1ccccc1. The Y is -1.80 log mol/L. (2) The compound is CN(C)C(=O)C(c1ccccc1)c1ccccc1. The Y is -2.98 log mol/L. (3) The molecule is O=C([O-])c1ccccc1-c1c2cc(I)c(=O)c(I)c-2oc2c(I)c([O-])c(I)cc12.[Na+].[Na+]. The Y is -1.10 log mol/L. (4) The drug is O=P([O-])(O)O.O=P([O-])(O)O.[Ni+2]. The Y is 0.296 log mol/L.